Dataset: Forward reaction prediction with 1.9M reactions from USPTO patents (1976-2016). Task: Predict the product of the given reaction. (1) Given the reactants [CH2:1]([O:3][CH2:4][C:5]1[N:6]([CH2:18][C:19]2([OH:23])[CH2:22][CH2:21][CH2:20]2)[C:7]2[C:16]3[CH:15]=[CH:14][CH:13]=[CH:12][C:11]=3[N:10]=[CH:9][C:8]=2[N:17]=1)[CH3:2].C1C=C(Cl)C=C(C(OO)=O)C=1.[OH-].[NH4+:36].S(Cl)(C1C=CC(C)=CC=1)(=O)=O, predict the reaction product. The product is: [NH2:36][C:9]1[C:8]2[N:17]=[C:5]([CH2:4][O:3][CH2:1][CH3:2])[N:6]([CH2:18][C:19]3([OH:23])[CH2:22][CH2:21][CH2:20]3)[C:7]=2[C:16]2[CH:15]=[CH:14][CH:13]=[CH:12][C:11]=2[N:10]=1. (2) Given the reactants [C:1]([O:5][C:6](=[O:26])[C:7]1[CH:12]=[CH:11][C:10]([CH2:13][N:14]2[C:23](=[O:24])[CH:22]=[C:21]3[C:16]([CH:17]=[C:18](Br)[CH:19]=[CH:20]3)=[CH:15]2)=[CH:9][CH:8]=1)([CH3:4])([CH3:3])[CH3:2].C([CH:30]1C=NN=[N:31]1)C#C.[CH2:35](N(CC)CC)[CH3:36].[CH3:42][N:43]([CH3:46])[CH:44]=O, predict the reaction product. The product is: [C:1]([O:5][C:6](=[O:26])[C:7]1[CH:12]=[CH:11][C:10]([CH2:13][N:14]2[C:23](=[O:24])[CH:22]=[C:21]3[C:16]([CH:17]=[C:18]([C:35]#[C:36][CH2:42][N:43]4[CH:46]=[CH:30][N:31]=[CH:44]4)[CH:19]=[CH:20]3)=[CH:15]2)=[CH:9][CH:8]=1)([CH3:4])([CH3:3])[CH3:2]. (3) Given the reactants Br[C:2]1[CH:3]=[CH:4][C:5]2[C:11]3[S:12][C:13]([C:15]([N:17]([C:19]4[CH:24]=[CH:23][C:22]([C:25]([N:27]5[CH2:32][CH2:31][N:30]([CH3:33])[CH2:29][CH2:28]5)=[O:26])=[CH:21][C:20]=4[Cl:34])[CH3:18])=[O:16])=[CH:14][C:10]=3[CH2:9][CH2:8][O:7][C:6]=2[CH:35]=1.[C:36]([Cu])#[N:37], predict the reaction product. The product is: [Cl:34][C:20]1[CH:21]=[C:22]([C:25]([N:27]2[CH2:32][CH2:31][N:30]([CH3:33])[CH2:29][CH2:28]2)=[O:26])[CH:23]=[CH:24][C:19]=1[N:17]([CH3:18])[C:15]([C:13]1[S:12][C:11]2[C:5]3[CH:4]=[CH:3][C:2]([C:36]#[N:37])=[CH:35][C:6]=3[O:7][CH2:8][CH2:9][C:10]=2[CH:14]=1)=[O:16]. (4) Given the reactants [NH2:1][C:2]1[S:6][C:5]2[CH2:7][CH2:8][CH2:9][CH2:10][C:4]=2[C:3]=1[C:11]([C:13]1[CH:18]=[CH:17][C:16]([CH3:19])=[CH:15][C:14]=1[O:20][CH3:21])=O.[C:22]([O:29][CH3:30])(=[O:28])[CH2:23][CH2:24][C:25]([CH3:27])=O.Cl[Si](C)(C)C, predict the reaction product. The product is: [CH3:27][C:25]1[N:1]=[C:2]2[S:6][C:5]3[CH2:7][CH2:8][CH2:9][CH2:10][C:4]=3[C:3]2=[C:11]([C:13]2[CH:18]=[CH:17][C:16]([CH3:19])=[CH:15][C:14]=2[O:20][CH3:21])[C:24]=1[CH2:23][C:22]([O:29][CH3:30])=[O:28]. (5) Given the reactants [CH3:1][C:2]1[CH:6]=[CH:5][NH:4][C:3]=1[C:7]([OH:9])=O.[NH2:10][C:11]1[CH:16]=[CH:15][CH:14]=[CH:13][CH:12]=1, predict the reaction product. The product is: [CH3:1][C:2]1[CH:6]=[CH:5][NH:4][C:3]=1[C:7]([NH:10][C:11]1[CH:16]=[CH:15][CH:14]=[CH:13][CH:12]=1)=[O:9].